Task: Regression. Given a peptide amino acid sequence and an MHC pseudo amino acid sequence, predict their binding affinity value. This is MHC class II binding data.. Dataset: Peptide-MHC class II binding affinity with 134,281 pairs from IEDB (1) The peptide sequence is ATTANVPPADKYKTF. The binding affinity (normalized) is 0.431. The MHC is DRB1_0101 with pseudo-sequence DRB1_0101. (2) The peptide sequence is FGMVTLLGSALLSVL. The MHC is HLA-DPA10301-DPB10402 with pseudo-sequence HLA-DPA10301-DPB10402. The binding affinity (normalized) is 0.978. (3) The peptide sequence is EKKWFAATQFEPLAA. The MHC is HLA-DQA10501-DQB10201 with pseudo-sequence HLA-DQA10501-DQB10201. The binding affinity (normalized) is 0.369.